Predict the product of the given reaction. From a dataset of Forward reaction prediction with 1.9M reactions from USPTO patents (1976-2016). (1) Given the reactants [F:1][C:2]([F:47])([F:46])[C:3]1[CH:4]=[C:5]([CH:39]=[C:40]([C:42]([F:45])([F:44])[F:43])[CH:41]=1)[CH2:6][N:7]([CH2:17][C:18]1[CH:23]=[C:22]([C:24]([F:27])([F:26])[F:25])[CH:21]=[CH:20][C:19]=1[C:28]1[CH:33]=[C:32]([CH:34]([CH3:36])[CH3:35])[CH:31]=[CH:30][C:29]=1[O:37][CH3:38])[C:8]1[N:13]=[CH:12][C:11]([C:14](O)=[O:15])=[CH:10][N:9]=1.Cl.CN(C)CCCN=C=NCC.ON1C2C=CC=CC=2N=N1.Cl.[CH2:71]([O:73][C:74](=[O:79])[CH2:75][CH2:76][CH2:77][NH2:78])[CH3:72].C(=O)(O)[O-].[Na+], predict the reaction product. The product is: [F:45][C:42]([F:43])([F:44])[C:40]1[CH:39]=[C:5]([CH:4]=[C:3]([C:2]([F:1])([F:46])[F:47])[CH:41]=1)[CH2:6][N:7]([CH2:17][C:18]1[CH:23]=[C:22]([C:24]([F:27])([F:26])[F:25])[CH:21]=[CH:20][C:19]=1[C:28]1[CH:33]=[C:32]([CH:34]([CH3:35])[CH3:36])[CH:31]=[CH:30][C:29]=1[O:37][CH3:38])[C:8]1[N:9]=[CH:10][C:11]([C:14]([NH:78][CH2:77][CH2:76][CH2:75][C:74]([O:73][CH2:71][CH3:72])=[O:79])=[O:15])=[CH:12][N:13]=1. (2) Given the reactants [Cl:1][C:2]1[CH:3]=[C:4]([CH:18]=[CH:19][CH:20]=1)[C:5]([NH:7][C:8]1[CH:9]=[C:10]([CH:15]=[CH:16][CH:17]=1)[C:11]([NH:13][NH2:14])=[O:12])=[O:6].[Cl:21][C:22]1[CH:27]=[CH:26][CH:25]=[CH:24][C:23]=1[N:28]=[C:29]=[S:30], predict the reaction product. The product is: [Cl:1][C:2]1[CH:3]=[C:4]([CH:18]=[CH:19][CH:20]=1)[C:5]([NH:7][C:8]1[CH:9]=[C:10]([CH:15]=[CH:16][CH:17]=1)[C:11]([NH:13][NH:14][C:29]([NH:28][C:23]1[CH:24]=[CH:25][CH:26]=[CH:27][C:22]=1[Cl:21])=[S:30])=[O:12])=[O:6]. (3) Given the reactants [Cl:1][C:2]1[CH:7]=[C:6]2[N:8]([CH2:41][O:42][CH2:43][CH2:44][Si:45]([CH3:48])([CH3:47])[CH3:46])[C:9](=[O:40])[C:10]3([CH:15]([C:16]4[CH:21]=[C:20]([Cl:22])[CH:19]=[CH:18][C:17]=4[O:23][C:24]([C:27]([O:29]C)=[O:28])([CH3:26])[CH3:25])[CH2:14][C:13](=[O:31])[NH:12][CH:11]3[C:32]3[CH:37]=[C:36]([F:38])[CH:35]=[CH:34][C:33]=3[CH3:39])[C:5]2=[CH:4][CH:3]=1.[OH-].[Na+].O, predict the reaction product. The product is: [Cl:1][C:2]1[CH:7]=[C:6]2[N:8]([CH2:41][O:42][CH2:43][CH2:44][Si:45]([CH3:48])([CH3:46])[CH3:47])[C:9](=[O:40])[C:10]3([CH:15]([C:16]4[CH:21]=[C:20]([Cl:22])[CH:19]=[CH:18][C:17]=4[O:23][C:24]([C:27]([OH:29])=[O:28])([CH3:25])[CH3:26])[CH2:14][C:13](=[O:31])[NH:12][CH:11]3[C:32]3[CH:37]=[C:36]([F:38])[CH:35]=[CH:34][C:33]=3[CH3:39])[C:5]2=[CH:4][CH:3]=1. (4) Given the reactants [CH3:1][C:2]1([CH3:14])[CH2:11][CH2:10][C:9]2[C:4](=[CH:5][CH:6]=[C:7]([CH:12]=O)[CH:8]=2)[O:3]1.[CH3:15][C:16]1[CH:24]=[CH:23][CH:22]=[C:21]2[C:17]=1[CH2:18][C:19](=[O:25])[NH:20]2, predict the reaction product. The product is: [CH3:1][C:2]1([CH3:14])[CH2:11][CH2:10][C:9]2[C:4](=[CH:5][CH:6]=[C:7]([CH:12]=[C:18]3[C:17]4[C:21](=[CH:22][CH:23]=[CH:24][C:16]=4[CH3:15])[NH:20][C:19]3=[O:25])[CH:8]=2)[O:3]1. (5) Given the reactants I[C:2]1[CH:7]=[CH:6][N:5]=[C:4]2[N:8]([C:11](=[O:13])[CH3:12])[CH:9]=[CH:10][C:3]=12.COC1C=CC=C(OC)C=1C1C=CC=CC=1P(C1CCCCC1)C1CCCCC1.C([O-])(=O)C.[K+].Br[C:49]1[S:50][C:51]([Cl:54])=[CH:52][CH:53]=1.P([O-])([O-])([O-])=O.[K+].[K+].[K+], predict the reaction product. The product is: [Cl:54][C:51]1[S:50][C:49]([C:2]2[CH:7]=[CH:6][N:5]=[C:4]3[N:8]([C:11](=[O:13])[CH3:12])[CH:9]=[CH:10][C:3]=23)=[CH:53][CH:52]=1. (6) Given the reactants [NH2:1][C:2]1[CH:3]=[C:4]2[C:9](=[CH:10][CH:11]=1)[C:8]([OH:12])=[CH:7][CH:6]=[CH:5]2.CS(O[C@H:18]1[CH2:23][CH2:22][C@@H:21]([C:24]([CH3:27])([CH3:26])[CH3:25])[CH2:20][CH2:19]1)(=O)=O.[OH-].[Na+], predict the reaction product. The product is: [C:24]([C@H:21]1[CH2:22][CH2:23][C@H:18]([O:12][C:8]2[CH:7]=[CH:6][CH:5]=[C:4]3[C:9]=2[CH:10]=[CH:11][C:2]([NH2:1])=[CH:3]3)[CH2:19][CH2:20]1)([CH3:27])([CH3:26])[CH3:25]. (7) Given the reactants [OH-:1].[Na+].Cl.[NH2:4]O.[CH:6]([C:8]1[N:13]=[C:12]([NH:14][C:15](=[O:20])[C:16]([CH3:19])([CH3:18])[CH3:17])[CH:11]=[CH:10][CH:9]=1)=O, predict the reaction product. The product is: [OH:1][N:4]=[CH:6][C:8]1[N:13]=[C:12]([NH:14][C:15](=[O:20])[C:16]([CH3:19])([CH3:18])[CH3:17])[CH:11]=[CH:10][CH:9]=1. (8) Given the reactants [F:1][CH:2]([F:5])[CH2:3]Cl.[CH2:6]([NH2:13])[C:7]1[CH:12]=[CH:11][CH:10]=[CH:9][CH:8]=1, predict the reaction product. The product is: [CH2:6]([NH:13][CH2:3][CH:2]([F:5])[F:1])[C:7]1[CH:12]=[CH:11][CH:10]=[CH:9][CH:8]=1. (9) Given the reactants [CH:1]1[CH2:8][CH2:7][CH2:6][CH2:5][CH2:4][CH2:3][CH:2]=1.[C:9](O[C:9](=[O:13])[CH:10]([CH3:12])[CH3:11])(=[O:13])[CH:10]([CH3:12])[CH3:11], predict the reaction product. The product is: [CH:1]1([C:9](=[O:13])[CH:10]([CH3:12])[CH3:11])[CH2:8][CH2:7][CH2:6][CH2:5][CH:4]=[CH:3][CH2:2]1.